From a dataset of Forward reaction prediction with 1.9M reactions from USPTO patents (1976-2016). Predict the product of the given reaction. The product is: [Br:1][C:2]1[CH:3]=[C:4]([C:8]2([C:11]([OH:15])=[O:17])[CH2:10][CH2:9]2)[CH:5]=[CH:6][CH:7]=1. Given the reactants [Br:1][C:2]1[CH:3]=[C:4]([C:8]2([C:11]#N)[CH2:10][CH2:9]2)[CH:5]=[CH:6][CH:7]=1.C(O)C[OH:15].[OH-:17].[K+].Cl, predict the reaction product.